Dataset: Catalyst prediction with 721,799 reactions and 888 catalyst types from USPTO. Task: Predict which catalyst facilitates the given reaction. (1) Reactant: [NH2:1][C:2]1[CH:3]=[CH:4][C:5]2[CH2:9][O:8][B:7]([OH:10])[C:6]=2[CH:11]=1.[N+:12]([C:15]1[CH:20]=[C:19]([N+:21]([O-:23])=[O:22])[CH:18]=[CH:17][C:16]=1[S:24](Cl)(=[O:26])=[O:25])([O-:14])=[O:13].N1C=CC=CC=1. Product: [OH:10][B:7]1[C:6]2[CH:11]=[C:2]([NH:1][S:24]([C:16]3[CH:17]=[CH:18][C:19]([N+:21]([O-:23])=[O:22])=[CH:20][C:15]=3[N+:12]([O-:14])=[O:13])(=[O:25])=[O:26])[CH:3]=[CH:4][C:5]=2[CH2:9][O:8]1. The catalyst class is: 2. (2) Reactant: CC(=CC)C.P([O-])(O)(O)=O.[Na+].[Cl:12]([O-])=[O:13].[Na+].[CH:16]1([N:19]2[C:23]([CH:24]3[CH2:26][CH2:25]3)=[N:22][N:21]=[C:20]2[C:27]([C:30]2[S:34][C:33]([CH:35]=[O:36])=[CH:32][CH:31]=2)([CH3:29])[CH3:28])[CH2:18][CH2:17]1. Product: [ClH:12].[CH:16]1([N:19]2[C:23]([CH:24]3[CH2:26][CH2:25]3)=[N:22][N:21]=[C:20]2[C:27]([C:30]2[S:34][C:33]([C:35]([OH:13])=[O:36])=[CH:32][CH:31]=2)([CH3:29])[CH3:28])[CH2:18][CH2:17]1. The catalyst class is: 371. (3) Reactant: [C:1]([O:5][C:6]([N:8]1[CH2:13][CH2:12][CH:11]([NH:14][CH3:15])[CH2:10][CH2:9]1)=[O:7])([CH3:4])([CH3:3])[CH3:2].[CH3:16][S:17]([CH2:20][CH2:21][CH2:22]OS(C1C=CC(C)=CC=1)(=O)=O)(=[O:19])=[O:18].C(=O)([O-])[O-].[K+].[K+]. Product: [C:1]([O:5][C:6]([N:8]1[CH2:9][CH2:10][CH:11]([N:14]([CH2:22][CH2:21][CH2:20][S:17]([CH3:16])(=[O:19])=[O:18])[CH3:15])[CH2:12][CH2:13]1)=[O:7])([CH3:4])([CH3:3])[CH3:2]. The catalyst class is: 23. (4) Product: [NH2:22][C:19]1[CH:20]=[CH:21][N:16]([C@H:12]2[C:13]([Cl:15])([Cl:14])[C@H:9]([OH:8])[C@@H:10]([CH2:24][OH:25])[O:11]2)[C:17](=[O:23])[N:18]=1. Reactant: CC1C=CC(C([O:8][C@H:9]2[C:13]([Cl:15])([Cl:14])[CH:12]([N:16]3[CH:21]=[CH:20][C:19]([NH2:22])=[N:18][C:17]3=[O:23])[O:11][C@@H:10]2[CH2:24][O:25]C(=O)C2C=CC(C)=CC=2)=O)=CC=1.CO. The catalyst class is: 328. (5) Reactant: C(OC(C)C)(=O)C.[C:8]([NH:11][C:12]1[CH:17]=[CH:16][C:15]([O:18]C(=O)C)=[CH:14][C:13]=1[O:22][CH2:23][C@:24]1([CH3:27])[CH2:26][O:25]1)(=[O:10])[CH3:9].[Cl:28][C:29]1[CH:42]=[CH:41][C:32]([CH2:33][N:34]2[CH2:39][CH2:38][CH:37]([NH2:40])[CH2:36][CH2:35]2)=[CH:31][CH:30]=1.C(OC(C)C)(=O)C.CO.[C:52]([OH:60])(=[O:59])[C:53]1[CH:58]=[CH:57][CH:56]=[CH:55][CH:54]=1. Product: [C:52]([OH:60])(=[O:59])[C:53]1[CH:58]=[CH:57][CH:56]=[CH:55][CH:54]=1.[Cl:28][C:29]1[CH:30]=[CH:31][C:32]([CH2:33][N:34]2[CH2:35][CH2:36][CH:37]([NH:40][CH2:26][C@@:24]([OH:25])([CH3:27])[CH2:23][O:22][C:13]3[CH:14]=[C:15]([OH:18])[CH:16]=[CH:17][C:12]=3[NH:11][C:8](=[O:10])[CH3:9])[CH2:38][CH2:39]2)=[CH:41][CH:42]=1. The catalyst class is: 5. (6) The catalyst class is: 38. Product: [CH3:7][N:4]1[CH:5]=[CH:6][C:2]([C:19]2[CH:20]=[CH:21][C:16]([B:11]3[O:12][C:13]([CH3:15])([CH3:14])[C:9]([CH3:31])([CH3:8])[O:10]3)=[CH:17][CH:18]=2)=[N:3]1. Reactant: Br[C:2]1[CH:6]=[CH:5][N:4]([CH3:7])[N:3]=1.[CH3:8][C:9]1([CH3:31])[C:13]([CH3:15])([CH3:14])[O:12][B:11]([C:16]2[CH:21]=[CH:20][C:19](B3OC(C)(C)C(C)(C)O3)=[CH:18][CH:17]=2)[O:10]1.[O-]P([O-])([O-])=O.[K+].[K+].[K+]. (7) The catalyst class is: 444. Reactant: [CH3:1][O:2][C:3]1[CH:11]=[C:10]2[C:6]([CH:7]=[C:8]([CH3:12])[NH:9]2)=[CH:5][CH:4]=1.ClS([N:17]=[C:18]=O)(=O)=O.C([O-])(O)=O.[Na+]. Product: [CH3:1][O:2][C:3]1[CH:11]=[C:10]2[C:6]([C:7]([C:18]#[N:17])=[C:8]([CH3:12])[NH:9]2)=[CH:5][CH:4]=1.